From a dataset of Forward reaction prediction with 1.9M reactions from USPTO patents (1976-2016). Predict the product of the given reaction. (1) The product is: [Br:21][C:20]([Br:24])=[CH:25][C:27]1[N:28]=[C:29]([CH:32]2[CH2:33][CH2:34][N:35]([C:38]([O:40][C:41]([CH3:44])([CH3:43])[CH3:42])=[O:39])[CH2:36][CH2:37]2)[S:30][CH:31]=1. Given the reactants C1(P(C2C=CC=CC=2)C2C=CC=CC=2)C=CC=CC=1.[C:20]([Br:24])(Br)(Br)[Br:21].[CH:25]([C:27]1[N:28]=[C:29]([CH:32]2[CH2:37][CH2:36][N:35]([C:38]([O:40][C:41]([CH3:44])([CH3:43])[CH3:42])=[O:39])[CH2:34][CH2:33]2)[S:30][CH:31]=1)=O.C(=O)([O-])O.[Na+], predict the reaction product. (2) Given the reactants [C:1]([NH:4][C:5]1[C:10]([C:11]2[C:16]([CH3:17])=[CH:15][C:14]([O:18][CH2:19][C:20]3([OH:28])[CH2:25][CH2:24][S:23](=[O:27])(=[O:26])[CH2:22][CH2:21]3)=[CH:13][C:12]=2[CH3:29])=[CH:9][C:8]([CH2:30][N:31](S(C2C=CC=CC=2[N+]([O-])=O)(=O)=O)[C:32]2[CH:37]=[CH:36][C:35]([CH2:38][CH2:39][C:40]([O:42][CH2:43][CH3:44])=[O:41])=[C:34]([F:45])[CH:33]=2)=[CH:7][CH:6]=1)(=[O:3])[CH3:2].SCC(O)=O.O.[OH-].[Li+], predict the reaction product. The product is: [C:1]([NH:4][C:5]1[C:10]([C:11]2[C:16]([CH3:17])=[CH:15][C:14]([O:18][CH2:19][C:20]3([OH:28])[CH2:25][CH2:24][S:23](=[O:26])(=[O:27])[CH2:22][CH2:21]3)=[CH:13][C:12]=2[CH3:29])=[CH:9][C:8]([CH2:30][NH:31][C:32]2[CH:37]=[CH:36][C:35]([CH2:38][CH2:39][C:40]([O:42][CH2:43][CH3:44])=[O:41])=[C:34]([F:45])[CH:33]=2)=[CH:7][CH:6]=1)(=[O:3])[CH3:2]. (3) The product is: [Cl:1][C:2]1[CH:9]=[C:8]([O:10][CH2:13][CH2:14][OH:15])[CH:7]=[C:6]([Cl:11])[C:3]=1[CH:4]=[O:5]. Given the reactants [Cl:1][C:2]1[CH:9]=[C:8]([OH:10])[CH:7]=[C:6]([Cl:11])[C:3]=1[CH:4]=[O:5].Br[CH2:13][CH2:14][OH:15].CN(C)C=O, predict the reaction product. (4) Given the reactants [Br:1][C:2]1[C:7]2=[N:8][C:9]([C:12]([OH:14])=O)=[CH:10][N:11]=[C:6]2[CH:5]=[N:4][CH:3]=1.[NH:15]1[CH2:19][CH2:18][CH:17]([OH:20])[CH2:16]1.C(N(CC)CC)C.F[P-](F)(F)(F)(F)F.C[N+](C)=C(N(C)C)O, predict the reaction product. The product is: [Br:1][C:2]1[C:7]2=[N:8][C:9]([C:12]([N:15]3[CH2:19][CH2:18][CH:17]([OH:20])[CH2:16]3)=[O:14])=[CH:10][N:11]=[C:6]2[CH:5]=[N:4][CH:3]=1.